The task is: Predict the reaction yield, written as a fraction of the theoretical maximum amount of product (1.0 means a 100% yield; for example, 0.34 means a 34% yield).. This data is from Reaction yield outcomes from USPTO patents with 853,638 reactions. (1) The reactants are [F:1][C:2]([F:22])([F:21])[C:3]1[CH:8]=[CH:7][C:6]([C:9]2[CH:10]=[C:11]3[C:15](=[CH:16][CH:17]=2)[NH:14][CH:13]=[C:12]3[CH2:18][C:19]#[N:20])=[CH:5][CH:4]=1.[H-].[Na+].I[CH3:26]. The catalyst is C1COCC1. The product is [CH3:26][N:14]1[C:15]2[C:11](=[CH:10][C:9]([C:6]3[CH:7]=[CH:8][C:3]([C:2]([F:21])([F:1])[F:22])=[CH:4][CH:5]=3)=[CH:17][CH:16]=2)[C:12]([CH2:18][C:19]#[N:20])=[CH:13]1. The yield is 0.600. (2) The reactants are [N:1]1([C:6]2[CH:11]=[CH:10][C:9](/[CH:12]=[CH:13]/[C:14]([C:20]3[CH:25]=[C:24]([Cl:26])[CH:23]=[C:22]([Cl:27])[CH:21]=3)([OH:19])[C:15]([F:18])([F:17])[F:16])=[CH:8][CH:7]=2)[CH:5]=[N:4][CH:3]=[N:2]1.[H-].[Na+].[CH3:30]I. The catalyst is C1COCC1. The product is [Cl:27][C:22]1[CH:21]=[C:20]([C:14]([O:19][CH3:30])([C:15]([F:18])([F:17])[F:16])/[CH:13]=[CH:12]/[C:9]2[CH:10]=[CH:11][C:6]([N:1]3[CH:5]=[N:4][CH:3]=[N:2]3)=[CH:7][CH:8]=2)[CH:25]=[C:24]([Cl:26])[CH:23]=1. The yield is 0.350. (3) The reactants are [OH-].[Na+].[CH2:3]([N:5]1[C:13]2[C:8](=[CH:9][C:10]([C:14]3[NH:15][C:16]4[N:17]([N:21]=[C:22]([CH3:29])[C:23]=4[C:24]([O:26]CC)=[O:25])[C:18](=[O:20])[CH:19]=3)=[CH:11][CH:12]=2)[CH:7]=[N:6]1)[CH3:4]. The catalyst is O.CS(C)=O. The product is [CH2:3]([N:5]1[C:13]2[C:8](=[CH:9][C:10]([C:14]3[NH:15][C:16]4[N:17]([N:21]=[C:22]([CH3:29])[C:23]=4[C:24]([OH:26])=[O:25])[C:18](=[O:20])[CH:19]=3)=[CH:11][CH:12]=2)[CH:7]=[N:6]1)[CH3:4]. The yield is 0.680.